From a dataset of Full USPTO retrosynthesis dataset with 1.9M reactions from patents (1976-2016). Predict the reactants needed to synthesize the given product. Given the product [CH2:23]([N:15]([CH2:16][C:17]1[CH:22]=[CH:21][CH:20]=[CH:19][CH:18]=1)[CH:5]([CH:6]([OH:14])[CH2:7][C:8]1[CH:9]=[CH:10][CH:11]=[CH:12][CH:13]=1)[C:4]([OH:30])=[O:3])[C:24]1[CH:25]=[CH:26][CH:27]=[CH:28][CH:29]=1, predict the reactants needed to synthesize it. The reactants are: C([O:3][C:4](=[O:30])[CH:5]([N:15]([CH2:23][C:24]1[CH:29]=[CH:28][CH:27]=[CH:26][CH:25]=1)[CH2:16][C:17]1[CH:22]=[CH:21][CH:20]=[CH:19][CH:18]=1)[CH:6]([OH:14])[CH2:7][C:8]1[CH:13]=[CH:12][CH:11]=[CH:10][CH:9]=1)C.O.[OH-].[Li+].